Dataset: Forward reaction prediction with 1.9M reactions from USPTO patents (1976-2016). Task: Predict the product of the given reaction. (1) Given the reactants [CH2:1]([O:3][C:4](=[O:20])[CH:5]([O:17][CH2:18][CH3:19])[CH2:6][C:7]1[CH:8]=[C:9]2[C:13](=[CH:14][CH:15]=1)[NH:12][C:11]([CH3:16])=[CH:10]2)[CH3:2].Cl[CH2:22][C:23]1[N:24]=[C:25]([C:29]2[CH:34]=[CH:33][CH:32]=[CH:31][C:30]=2[Cl:35])[O:26][C:27]=1[CH3:28], predict the reaction product. The product is: [CH2:1]([O:3][C:4](=[O:20])[CH:5]([O:17][CH2:18][CH3:19])[CH2:6][C:7]1[CH:8]=[C:9]2[C:13](=[CH:14][CH:15]=1)[N:12]([CH2:22][C:23]1[N:24]=[C:25]([C:29]3[CH:34]=[CH:33][CH:32]=[CH:31][C:30]=3[Cl:35])[O:26][C:27]=1[CH3:28])[C:11]([CH3:16])=[CH:10]2)[CH3:2]. (2) Given the reactants [C:1]([N:8]1[CH2:13][CH2:12][NH:11][CH2:10][CH2:9]1)([O:3][C:4]([CH3:7])([CH3:6])[CH3:5])=[O:2].C(N(C(C)C)CC)(C)C.[Br:23][C:24]1[CH:29]=[CH:28][C:27]([S:30](Cl)(=[O:32])=[O:31])=[CH:26][CH:25]=1, predict the reaction product. The product is: [C:4]([O:3][C:1]([N:8]1[CH2:9][CH2:10][N:11]([S:30]([C:27]2[CH:28]=[CH:29][C:24]([Br:23])=[CH:25][CH:26]=2)(=[O:32])=[O:31])[CH2:12][CH2:13]1)=[O:2])([CH3:7])([CH3:6])[CH3:5]. (3) Given the reactants [C:1]([O:5][C:6]([N:8]1[CH2:14][CH2:13][CH2:12][N:11]([C:15]([C:17]2[CH:18]=[C:19]3[C:23](=[CH:24][CH:25]=2)[N:22]([CH:26]([CH3:28])[CH3:27])[C:21]([C:29]([OH:31])=O)=[CH:20]3)=[O:16])[CH2:10][CH2:9]1)=[O:7])([CH3:4])([CH3:3])[CH3:2].[CH3:32][N:33]([CH3:42])[C:34]([N:36]1[CH2:41][CH2:40][NH:39][CH2:38][CH2:37]1)=[O:35], predict the reaction product. The product is: [C:1]([O:5][C:6]([N:8]1[CH2:14][CH2:13][CH2:12][N:11]([C:15]([C:17]2[CH:18]=[C:19]3[C:23](=[CH:24][CH:25]=2)[N:22]([CH:26]([CH3:28])[CH3:27])[C:21]([C:29]([N:39]2[CH2:38][CH2:37][N:36]([C:34](=[O:35])[N:33]([CH3:32])[CH3:42])[CH2:41][CH2:40]2)=[O:31])=[CH:20]3)=[O:16])[CH2:10][CH2:9]1)=[O:7])([CH3:4])([CH3:3])[CH3:2]. (4) Given the reactants [C:1]1([CH2:7][O:8][C:9]([C:11]2([NH2:17])[CH2:16][CH2:15][CH2:14][CH2:13][CH2:12]2)=[O:10])[CH:6]=[CH:5][CH:4]=[CH:3][CH:2]=1.[C:18](OC(OC(C)(C)C)=O)(OC(C)(C)C)=[O:19].C(N(CC)CC)C.[C:40]([N:48]1[CH2:53][CH2:52][NH:51][CH2:50][CH2:49]1)(=[O:47])[C:41]1[CH:46]=[CH:45][CH:44]=[CH:43][CH:42]=1, predict the reaction product. The product is: [C:1]1([CH2:7][O:8][C:9]([C:11]2([NH:17][C:18]([N:51]3[CH2:52][CH2:53][N:48]([C:40](=[O:47])[C:41]4[CH:46]=[CH:45][CH:44]=[CH:43][CH:42]=4)[CH2:49][CH2:50]3)=[O:19])[CH2:12][CH2:13][CH2:14][CH2:15][CH2:16]2)=[O:10])[CH:2]=[CH:3][CH:4]=[CH:5][CH:6]=1.